Dataset: Catalyst prediction with 721,799 reactions and 888 catalyst types from USPTO. Task: Predict which catalyst facilitates the given reaction. (1) Reactant: [Br:1][C:2]1[CH:3]=[C:4]2[C:8](=[CH:9][CH:10]=1)[NH:7][CH:6]=[C:5]2[C:11](=[O:13])[CH3:12].Br[CH2:15][C:16]([O:18][C:19]([CH3:22])([CH3:21])[CH3:20])=[O:17].C(=O)([O-])[O-].[K+].[K+]. Product: [C:11]([C:5]1[C:4]2[C:8](=[CH:9][CH:10]=[C:2]([Br:1])[CH:3]=2)[N:7]([CH2:15][C:16]([O:18][C:19]([CH3:22])([CH3:21])[CH3:20])=[O:17])[CH:6]=1)(=[O:13])[CH3:12]. The catalyst class is: 10. (2) Reactant: [Br:1][C:2]1[CH:13]=[C:6]2[C:7](OC(=O)[NH:11][C:5]2=[CH:4][CH:3]=1)=[O:8].[CH3:14][NH2:15].C1COCC1. Product: [NH2:11][C:5]1[CH:4]=[CH:3][C:2]([Br:1])=[CH:13][C:6]=1[C:7]([NH:15][CH3:14])=[O:8]. The catalyst class is: 1. (3) Reactant: [NH2:1][C:2]1[CH:7]=[CH:6][C:5]([CH:8]2[O:13][CH2:12][CH2:11][N:10]([C:14]([O:16][C:17]([CH3:20])([CH3:19])[CH3:18])=[O:15])[CH2:9]2)=[CH:4][C:3]=1[CH3:21].Br[C:23]1[CH:28]=[CH:27][C:26]([Br:29])=[CH:25][N:24]=1.C(=O)([O-])[O-].[Cs+].[Cs+]. Product: [Br:29][C:26]1[CH:27]=[CH:28][C:23]([NH:1][C:2]2[CH:7]=[CH:6][C:5]([CH:8]3[O:13][CH2:12][CH2:11][N:10]([C:14]([O:16][C:17]([CH3:18])([CH3:20])[CH3:19])=[O:15])[CH2:9]3)=[CH:4][C:3]=2[CH3:21])=[N:24][CH:25]=1. The catalyst class is: 12.